Task: Predict which catalyst facilitates the given reaction.. Dataset: Catalyst prediction with 721,799 reactions and 888 catalyst types from USPTO (1) Reactant: [CH:1]1([C:7]([N:9]2[CH2:18][CH2:17][C:16]3[C:11](=[CH:12][CH:13]=[C:14]([C:19](O)=[O:20])[CH:15]=3)[CH2:10]2)=[O:8])[CH2:6][CH2:5][CH2:4][CH2:3][CH2:2]1.C(OC(Cl)=O)C(C)C.[BH4-].[Na+].O. The catalyst class is: 1. Product: [CH:1]1([C:7]([N:9]2[CH2:18][CH2:17][C:16]3[C:11](=[CH:12][CH:13]=[C:14]([CH2:19][OH:20])[CH:15]=3)[CH2:10]2)=[O:8])[CH2:6][CH2:5][CH2:4][CH2:3][CH2:2]1. (2) Reactant: [F:1][C:2]([F:34])([F:33])[C:3]([C:12]1[CH:29]=[CH:28][C:15]([O:16][C:17]2[CH:18]=[CH:19][C:20]([N+:25]([O-:27])=[O:26])=[C:21]([CH:24]=2)[CH:22]=[O:23])=[C:14]([CH2:30][CH2:31][CH3:32])[CH:13]=1)([O:8][CH2:9][O:10][CH3:11])[C:4]([F:7])([F:6])[F:5].[BH4-].[Na+].O.Cl. Product: [F:1][C:2]([F:33])([F:34])[C:3]([C:12]1[CH:29]=[CH:28][C:15]([O:16][C:17]2[CH:18]=[CH:19][C:20]([N+:25]([O-:27])=[O:26])=[C:21]([CH2:22][OH:23])[CH:24]=2)=[C:14]([CH2:30][CH2:31][CH3:32])[CH:13]=1)([O:8][CH2:9][O:10][CH3:11])[C:4]([F:5])([F:7])[F:6]. The catalyst class is: 5.